Dataset: Full USPTO retrosynthesis dataset with 1.9M reactions from patents (1976-2016). Task: Predict the reactants needed to synthesize the given product. (1) Given the product [CH3:16][N:14]1[CH:15]=[C:11]([C:4]2[N:3]=[C:2]([C:22]3[C:18]([CH3:17])=[N:19][NH:20][CH:21]=3)[N:7]3[CH:8]=[CH:9][N:10]=[C:6]3[CH:5]=2)[CH:12]=[N:13]1, predict the reactants needed to synthesize it. The reactants are: Cl[C:2]1[N:7]2[CH:8]=[CH:9][N:10]=[C:6]2[CH:5]=[C:4]([C:11]2[CH:12]=[N:13][N:14]([CH3:16])[CH:15]=2)[N:3]=1.[CH3:17][C:18]1[C:22](B2OC(C)(C)C(C)(C)O2)=[CH:21][NH:20][N:19]=1.[O-]P([O-])([O-])=O.[K+].[K+].[K+].COCCOC. (2) Given the product [F:1][C:2]1[CH:3]=[CH:4][C:5]([C@@H:8]([NH2:12])[CH2:9][CH2:10][N:20]2[CH2:25][CH2:24][O:23][CH2:22][CH2:21]2)=[CH:6][CH:7]=1, predict the reactants needed to synthesize it. The reactants are: [F:1][C:2]1[CH:7]=[CH:6][C:5]([C@@H:8]([NH:12]C(=O)OC(C)(C)C)[CH2:9][CH:10]=O)=[CH:4][CH:3]=1.[NH:20]1[CH2:25][CH2:24][O:23][CH2:22][CH2:21]1.C(O[BH-](OC(=O)C)OC(=O)C)(=O)C.[Na+].O.